From a dataset of Reaction yield outcomes from USPTO patents with 853,638 reactions. Predict the reaction yield, written as a fraction of the theoretical maximum amount of product (1.0 means a 100% yield; for example, 0.34 means a 34% yield). (1) The reactants are C[O:2][C:3](=[O:26])[CH2:4][S:5][CH2:6][CH2:7][CH2:8][S:9][C@H:10]1[C:14](=[O:15])[CH2:13][C@@H:12]([OH:16])[C@@H:11]1/[CH:17]=[CH:18]/[C@@H:19]([OH:25])[CH2:20][CH2:21][CH2:22][CH2:23][CH3:24].P([O-])([O-])([O-])=O. The catalyst is CC#N. The product is [OH:16][C@@H:12]1[CH2:13][C:14](=[O:15])[C@H:10]([S:9][CH2:8][CH2:7][CH2:6][S:5][CH2:4][C:3]([OH:26])=[O:2])[C@H:11]1/[CH:17]=[CH:18]/[C@@H:19]([OH:25])[CH2:20][CH2:21][CH2:22][CH2:23][CH3:24]. The yield is 0.110. (2) The reactants are [Cl:1][C:2]1[CH:3]=[C:4]([NH:9][C:10]2[CH:15]=[C:14]([NH:16][CH2:17][CH:18]3[CH2:20][CH2:19]3)[N:13]3[N:21]=[CH:22][C:23]([CH:24]=O)=[C:12]3[N:11]=2)[CH:5]=[CH:6][C:7]=1[F:8].[NH:26]1[CH2:32][C:30](=[O:31])[NH:29][C:27]1=[O:28].N1CCCCC1. The catalyst is C(O)C. The product is [Cl:1][C:2]1[CH:3]=[C:4]([NH:9][C:10]2[CH:15]=[C:14]([NH:16][CH2:17][CH:18]3[CH2:19][CH2:20]3)[N:13]3[N:21]=[CH:22][C:23](/[CH:24]=[C:32]4/[C:30](=[O:31])[NH:29][C:27](=[O:28])[NH:26]/4)=[C:12]3[N:11]=2)[CH:5]=[CH:6][C:7]=1[F:8]. The yield is 0.310.